From a dataset of Catalyst prediction with 721,799 reactions and 888 catalyst types from USPTO. Predict which catalyst facilitates the given reaction. Reactant: C[O:2][C:3]([C:5]1[CH:14]=[C:13]([O:15][C@@H:16]([C:18]([O:20]CC2C=CC=CC=2)=[O:19])[CH3:17])[C:12]2[C:7](=[CH:8][C:9]([CH3:28])=[CH:10][CH:11]=2)[N:6]=1)=[O:4]. Product: [C:18]([C@H:16]([O:15][C:13]1[C:12]2[C:7](=[CH:8][C:9]([CH3:28])=[CH:10][CH:11]=2)[N:6]=[C:5]([C:3]([OH:4])=[O:2])[CH:14]=1)[CH3:17])([OH:20])=[O:19]. The catalyst class is: 29.